From a dataset of Full USPTO retrosynthesis dataset with 1.9M reactions from patents (1976-2016). Predict the reactants needed to synthesize the given product. (1) Given the product [CH3:22][O:23][C:24]1[C:31]([O:32][CH3:33])=[C:30]([O:34][CH3:35])[CH:29]=[C:28]([CH3:36])[C:25]=1[CH:26]([C:18]1[C:17]([Cl:21])=[CH:16][N:15]=[C:14]([Cl:13])[C:19]=1[Cl:20])[OH:27], predict the reactants needed to synthesize it. The reactants are: C([Li])CCC.C(NC(C)C)(C)C.[Cl:13][C:14]1[C:19]([Cl:20])=[CH:18][C:17]([Cl:21])=[CH:16][N:15]=1.[CH3:22][O:23][C:24]1[C:31]([O:32][CH3:33])=[C:30]([O:34][CH3:35])[CH:29]=[C:28]([CH3:36])[C:25]=1[CH:26]=[O:27]. (2) Given the product [F:27][C:14]1[C:13]([C:11]([C:10]2[C:4]3[C:5](=[N:6][CH:7]=[C:2]([C:33]4[CH:32]=[N:31][C:30]([O:29][CH3:28])=[N:35][CH:34]=4)[N:3]=3)[NH:8][CH:9]=2)=[O:12])=[C:18]([F:19])[CH:17]=[CH:16][C:15]=1[NH:20][S:21]([CH2:24][CH2:25][CH3:26])(=[O:23])=[O:22], predict the reactants needed to synthesize it. The reactants are: Br[C:2]1[N:3]=[C:4]2[C:10]([C:11]([C:13]3[C:14]([F:27])=[C:15]([NH:20][S:21]([CH2:24][CH2:25][CH3:26])(=[O:23])=[O:22])[CH:16]=[CH:17][C:18]=3[F:19])=[O:12])=[CH:9][NH:8][C:5]2=[N:6][CH:7]=1.[CH3:28][O:29][C:30]1[N:35]=[CH:34][C:33](B(O)O)=[CH:32][N:31]=1.C(#N)C.C(=O)([O-])[O-].[K+].[K+]. (3) Given the product [CH:1]([C:4]1[CH:9]=[CH:8][CH:7]=[CH:6][C:5]=1[N:10]=[C:11]1[N:16]([C:24]2[CH:23]=[CH:22][C:21]([C:20]([F:29])([F:28])[F:19])=[CH:26][N:25]=2)[CH2:15][C:14]([CH3:18])([CH3:17])[CH2:13][S:12]1)([CH3:3])[CH3:2], predict the reactants needed to synthesize it. The reactants are: [CH:1]([C:4]1[CH:9]=[CH:8][CH:7]=[CH:6][C:5]=1[N:10]=[C:11]1[N:16]=[CH:15][C:14]([CH3:18])([CH3:17])[CH2:13][S:12]1)([CH3:3])[CH3:2].[F:19][C:20]([F:29])([F:28])[C:21]1[CH:22]=[CH:23][C:24](Cl)=[N:25][CH:26]=1.[H-].[Na+].O. (4) Given the product [OH:2][C:3]1[CH:8]=[CH:7][C:6]([CH2:9][CH2:10][C:11]([O:13][CH3:25])=[O:12])=[CH:5][C:4]=1[C:14]1[CH:23]=[CH:22][C:21]2[C:16](=[CH:17][CH:18]=[CH:19][CH:20]=2)[CH:15]=1, predict the reactants needed to synthesize it. The reactants are: C[O:2][C:3]1[CH:8]=[CH:7][C:6]([CH2:9][CH2:10][C:11]([OH:13])=[O:12])=[CH:5][C:4]=1[C:14]1[CH:23]=[CH:22][C:21]2[C:16](=[CH:17][CH:18]=[CH:19][CH:20]=2)[CH:15]=1.N1C=CC=C[CH:25]=1.Cl.S(Cl)(Cl)=O. (5) The reactants are: [CH3:1][C:2]1[CH:7]=[C:6]([CH3:8])[NH:5][C:4](=[O:9])[C:3]=1[CH2:10][NH:11][C:12]([C:14]1[C:15]2[CH:30]=[N:29][N:28]([CH:31]([CH3:33])[CH3:32])[C:16]=2[N:17]=[C:18]([C:20]2[CH:25]=[CH:24][CH:23]=[C:22]([CH2:26]O)[CH:21]=2)[CH:19]=1)=[O:13].C1(P(C2C=CC=CC=2)C2C=CC=CC=2)C=CC=CC=1.C(Br)(Br)(Br)[Br:54]. Given the product [Br:54][CH2:26][C:22]1[CH:21]=[C:20]([C:18]2[CH:19]=[C:14]([C:12]([NH:11][CH2:10][C:3]3[C:4](=[O:9])[NH:5][C:6]([CH3:8])=[CH:7][C:2]=3[CH3:1])=[O:13])[C:15]3[CH:30]=[N:29][N:28]([CH:31]([CH3:32])[CH3:33])[C:16]=3[N:17]=2)[CH:25]=[CH:24][CH:23]=1, predict the reactants needed to synthesize it. (6) Given the product [CH3:45][S:46]([N:1]1[CH:5]=[CH:4][N:3]=[C:2]1[CH2:6][N:7]([CH2:14][C:15]1[CH:37]=[CH:36][C:18]([C:19]([NH:21][C:22]2[CH:23]=[CH:24][C:25]([CH2:28][N:29]([CH2:33][CH2:34][CH3:35])[CH2:30][CH2:31][CH3:32])=[CH:26][CH:27]=2)=[O:20])=[CH:17][CH:16]=1)[CH2:8][C:9]1[N:13]([S:46]([CH3:45])(=[O:48])=[O:47])[CH:12]=[CH:11][N:10]=1)(=[O:48])=[O:47], predict the reactants needed to synthesize it. The reactants are: [NH:1]1[CH:5]=[CH:4][N:3]=[C:2]1[CH2:6][N:7]([CH2:14][C:15]1[CH:37]=[CH:36][C:18]([C:19]([NH:21][C:22]2[CH:27]=[CH:26][C:25]([CH2:28][N:29]([CH2:33][CH2:34][CH3:35])[CH2:30][CH2:31][CH3:32])=[CH:24][CH:23]=2)=[O:20])=[CH:17][CH:16]=1)[CH2:8][C:9]1[NH:10][CH:11]=[CH:12][N:13]=1.C(N(CC)CC)C.[CH3:45][S:46](Cl)(=[O:48])=[O:47]. (7) The reactants are: [NH2:1][C:2]1[C:3]([CH3:8])=[CH:4][CH:5]=[CH:6][CH:7]=1.F[C:10]1[C:11]([N+:18]([O-:20])=[O:19])=[C:12]([CH:15]=[CH:16][CH:17]=1)[C:13]#[N:14].C(N(CC)C(C)C)(C)C. Given the product [N+:18]([C:11]1([NH:1][C:2]2[CH:7]=[CH:6][CH:5]=[CH:4][C:3]=2[CH3:8])[CH:10]=[CH:17][CH:16]=[CH:15][CH:12]1[C:13]#[N:14])([O-:20])=[O:19], predict the reactants needed to synthesize it.